Predict the product of the given reaction. From a dataset of Forward reaction prediction with 1.9M reactions from USPTO patents (1976-2016). (1) The product is: [F:2][C:3]1[CH:8]=[CH:7][C:6]([C:9]2[N:10]=[C:11]([N:14]3[CH2:15][CH2:16][NH:17][CH2:18][CH2:19]3)[S:12][CH:13]=2)=[CH:5][CH:4]=1. Given the reactants Cl.[F:2][C:3]1[CH:8]=[CH:7][C:6]([C:9]2[N:10]=[C:11]([N:14]3[CH2:19][CH2:18][NH:17][CH2:16][CH2:15]3)[S:12][CH:13]=2)=[CH:5][CH:4]=1.[OH-].[Na+], predict the reaction product. (2) Given the reactants [NH2:1][C:2]1[CH:3]=[C:4]([C:9]2[S:13][C:12]([C:14]3([OH:18])[CH2:17][CH2:16][CH2:15]3)=[N:11][CH:10]=2)[CH:5]=[C:6]([CH3:8])[CH:7]=1.C(=O)([O-])[O-].[Cs+].[Cs+].Cl[C:26]1[N:31]=[C:30]([O:32][CH:33]2[CH2:36][N:35]([C:37]([O:39][C:40]([CH3:43])([CH3:42])[CH3:41])=[O:38])[CH2:34]2)[CH:29]=[CH:28][N:27]=1.CC1(C)C2C(=C(P(C3C=CC=CC=3)C3C=CC=CC=3)C=CC=2)OC2C(P(C3C=CC=CC=3)C3C=CC=CC=3)=CC=CC1=2, predict the reaction product. The product is: [OH:18][C:14]1([C:12]2[S:13][C:9]([C:4]3[CH:3]=[C:2]([NH:1][C:26]4[N:31]=[C:30]([O:32][CH:33]5[CH2:34][N:35]([C:37]([O:39][C:40]([CH3:43])([CH3:42])[CH3:41])=[O:38])[CH2:36]5)[CH:29]=[CH:28][N:27]=4)[CH:7]=[C:6]([CH3:8])[CH:5]=3)=[CH:10][N:11]=2)[CH2:17][CH2:16][CH2:15]1. (3) Given the reactants [OH:1][C:2]1[CH:10]=[CH:9][C:5]([C:6]([OH:8])=[O:7])=[CH:4][C:3]=1[O:11][CH3:12].Cl.[CH3:14]O, predict the reaction product. The product is: [CH3:14][O:7][C:6](=[O:8])[C:5]1[CH:9]=[CH:10][C:2]([OH:1])=[C:3]([O:11][CH3:12])[CH:4]=1. (4) Given the reactants [F:1][C:2]1[CH:7]=[CH:6][C:5]([C:8]2[O:9][C:10]3[CH:19]=[CH:18][C:17]([OH:20])=[CH:16][C:11]=3[C:12]=2[C:13]([O-:15])=[O:14])=[CH:4][CH:3]=1.[OH-].[Na+].Cl, predict the reaction product. The product is: [F:1][C:2]1[CH:7]=[CH:6][C:5]([C:8]2[O:9][C:10]3[CH:19]=[CH:18][C:17]([OH:20])=[CH:16][C:11]=3[C:12]=2[C:13]([OH:15])=[O:14])=[CH:4][CH:3]=1. (5) Given the reactants [CH:1]1([C:4]2[O:8][N:7]=[C:6]([C@@H:9]3[CH2:14][CH2:13][CH2:12][CH2:11][C@H:10]3[C:15]([F:18])([F:17])[F:16])[C:5]=2[CH2:19][O:20][CH:21]2[CH2:27][CH:26]3[N:28](C(OC(C)(C)C)=O)[CH:23]([CH2:24][CH2:25]3)[CH2:22]2)[CH2:3][CH2:2]1.C(O)(C(F)(F)F)=O.CCN(C(C)C)C(C)C.Cl[C:53]1[S:54][C:55]2[CH:61]=[C:60]([C:62]([O:64][CH2:65][CH3:66])=[O:63])[CH:59]=[CH:58][C:56]=2[N:57]=1, predict the reaction product. The product is: [CH:1]1([C:4]2[O:8][N:7]=[C:6]([C@@H:9]3[CH2:14][CH2:13][CH2:12][CH2:11][C@H:10]3[C:15]([F:18])([F:16])[F:17])[C:5]=2[CH2:19][O:20][CH:21]2[CH2:22][CH:23]3[N:28]([C:53]4[S:54][C:55]5[CH:61]=[C:60]([C:62]([O:64][CH2:65][CH3:66])=[O:63])[CH:59]=[CH:58][C:56]=5[N:57]=4)[CH:26]([CH2:25][CH2:24]3)[CH2:27]2)[CH2:2][CH2:3]1. (6) Given the reactants [Cl:1][C:2]1[CH:7]=[CH:6][CH:5]=[C:4]([Cl:8])[C:3]=1[C:9]1[C:10](=[O:27])[CH:11]=[CH:12][N:13]2[C:18]=1[CH:17]=[CH:16][CH:15]=[C:14]2[C:19]1[CH:26]=[CH:25][CH:24]=[CH:23][C:20]=1[CH:21]=[O:22].[BH4-].[Na+], predict the reaction product. The product is: [Cl:1][C:2]1[CH:7]=[CH:6][CH:5]=[C:4]([Cl:8])[C:3]=1[C:9]1[C:10](=[O:27])[CH:11]=[CH:12][N:13]2[C:18]=1[CH:17]=[CH:16][CH:15]=[C:14]2[C:19]1[CH:26]=[CH:25][CH:24]=[CH:23][C:20]=1[CH2:21][OH:22]. (7) Given the reactants C([O:3][C:4](=[O:20])[C@@H:5]([O:18][CH3:19])[CH2:6][C:7]1[CH:12]=[CH:11][C:10]([O:13][CH2:14][C:15]([OH:17])=O)=[CH:9][CH:8]=1)C.[Cl:21][C:22]1[CH:27]=[CH:26][C:25]([C:28]([CH:30]2[CH2:35][CH2:34][NH:33][CH2:32][CH2:31]2)=[O:29])=[CH:24][CH:23]=1.C(O[C@@H](CC1C=CC(O[C@@H](C(=O)NCCC2C=CC(OC3C=CC=CC=3)=CC=2)C)=CC=1)C(O)=O)C, predict the reaction product. The product is: [Cl:21][C:22]1[CH:23]=[CH:24][C:25]([C:28]([CH:30]2[CH2:35][CH2:34][N:33]([C:15](=[O:17])[CH2:14][O:13][C:10]3[CH:9]=[CH:8][C:7]([CH2:6][C@H:5]([O:18][CH3:19])[C:4]([OH:3])=[O:20])=[CH:12][CH:11]=3)[CH2:32][CH2:31]2)=[O:29])=[CH:26][CH:27]=1.